This data is from Reaction yield outcomes from USPTO patents with 853,638 reactions. The task is: Predict the reaction yield, written as a fraction of the theoretical maximum amount of product (1.0 means a 100% yield; for example, 0.34 means a 34% yield). The reactants are Br[C:2]1[CH:7]=[CH:6][CH:5]=[CH:4][C:3]=1[S:8][CH2:9][CH2:10][O:11][CH:12]1[CH2:17][CH2:16][CH2:15][CH2:14][O:13]1.C(=O)([O-])O.[Na+].[CH:23]1([C:29]2[C:37]3[C:32](=[CH:33][C:34]([C:38]([O:40][CH3:41])=[O:39])=[CH:35][CH:36]=3)[NH:31][C:30]=2B2OC(C)(C)C(C)(C)O2)[CH2:28][CH2:27][CH2:26][CH2:25][CH2:24]1. The catalyst is COCCOC.O.C1C=CC([P]([Pd]([P](C2C=CC=CC=2)(C2C=CC=CC=2)C2C=CC=CC=2)([P](C2C=CC=CC=2)(C2C=CC=CC=2)C2C=CC=CC=2)[P](C2C=CC=CC=2)(C2C=CC=CC=2)C2C=CC=CC=2)(C2C=CC=CC=2)C2C=CC=CC=2)=CC=1. The product is [CH:23]1([C:29]2[C:37]3[C:32](=[CH:33][C:34]([C:38]([O:40][CH3:41])=[O:39])=[CH:35][CH:36]=3)[NH:31][C:30]=2[C:2]2[CH:7]=[CH:6][CH:5]=[CH:4][C:3]=2[S:8][CH2:9][CH2:10][O:11][CH:12]2[CH2:17][CH2:16][CH2:15][CH2:14][O:13]2)[CH2:24][CH2:25][CH2:26][CH2:27][CH2:28]1. The yield is 0.745.